Dataset: Catalyst prediction with 721,799 reactions and 888 catalyst types from USPTO. Task: Predict which catalyst facilitates the given reaction. (1) Reactant: [CH2:1]([C:3]1[CH:4]=[C:5]([C:21]2[CH2:26][CH2:25][N:24](C(OC(C)(C)C)=O)[CH2:23][CH:22]=2)[CH:6]=[CH:7][C:8]=1[N:9]([CH3:20])[C:10]1[N:15]=[CH:14][C:13]2[N:16]=[CH:17][N:18]([CH3:19])[C:12]=2[CH:11]=1)[CH3:2].FC(F)(F)C(O)=O. Product: [CH2:1]([C:3]1[CH:4]=[C:5]([C:21]2[CH2:26][CH2:25][NH:24][CH2:23][CH:22]=2)[CH:6]=[CH:7][C:8]=1[N:9]([CH3:20])[C:10]1[N:15]=[CH:14][C:13]2[N:16]=[CH:17][N:18]([CH3:19])[C:12]=2[CH:11]=1)[CH3:2]. The catalyst class is: 2. (2) Reactant: [OH:1][C:2]1[CH:9]=[CH:8][C:5]([CH:6]=[O:7])=[C:4]([CH3:10])[CH:3]=1.CS(O[CH:16]1[CH2:19][N:18]([C:20]([C:22]2[O:23][C:24]([C:27]3[CH:32]=[CH:31][CH:30]=[CH:29][CH:28]=3)=[N:25][N:26]=2)=[O:21])[CH2:17]1)(=O)=O.C([O-])([O-])=O.[Cs+].[Cs+]. Product: [CH3:10][C:4]1[CH:3]=[C:2]([O:1][CH:16]2[CH2:17][N:18]([C:20]([C:22]3[O:23][C:24]([C:27]4[CH:32]=[CH:31][CH:30]=[CH:29][CH:28]=4)=[N:25][N:26]=3)=[O:21])[CH2:19]2)[CH:9]=[CH:8][C:5]=1[CH:6]=[O:7]. The catalyst class is: 85.